This data is from HIV replication inhibition screening data with 41,000+ compounds from the AIDS Antiviral Screen. The task is: Binary Classification. Given a drug SMILES string, predict its activity (active/inactive) in a high-throughput screening assay against a specified biological target. The molecule is COc1cc2c3c(c1)SC(C)C(=O)N3CCN2. The result is 0 (inactive).